This data is from NCI-60 drug combinations with 297,098 pairs across 59 cell lines. The task is: Regression. Given two drug SMILES strings and cell line genomic features, predict the synergy score measuring deviation from expected non-interaction effect. (1) Drug 1: CN(C(=O)NC(C=O)C(C(C(CO)O)O)O)N=O. Drug 2: B(C(CC(C)C)NC(=O)C(CC1=CC=CC=C1)NC(=O)C2=NC=CN=C2)(O)O. Cell line: HOP-62. Synergy scores: CSS=34.6, Synergy_ZIP=-1.96, Synergy_Bliss=-8.51, Synergy_Loewe=-65.3, Synergy_HSA=-8.11. (2) Drug 1: C1CC(=O)NC(=O)C1N2CC3=C(C2=O)C=CC=C3N. Drug 2: C1=C(C(=O)NC(=O)N1)F. Cell line: SF-268. Synergy scores: CSS=31.5, Synergy_ZIP=7.09, Synergy_Bliss=8.04, Synergy_Loewe=9.13, Synergy_HSA=10.4. (3) Drug 1: C1=CC(=CC=C1CC(C(=O)O)N)N(CCCl)CCCl.Cl. Drug 2: C#CCC(CC1=CN=C2C(=N1)C(=NC(=N2)N)N)C3=CC=C(C=C3)C(=O)NC(CCC(=O)O)C(=O)O. Cell line: NCI-H522. Synergy scores: CSS=11.0, Synergy_ZIP=-4.73, Synergy_Bliss=1.04, Synergy_Loewe=0.808, Synergy_HSA=0.950. (4) Drug 1: CC1C(C(=O)NC(C(=O)N2CCCC2C(=O)N(CC(=O)N(C(C(=O)O1)C(C)C)C)C)C(C)C)NC(=O)C3=C4C(=C(C=C3)C)OC5=C(C(=O)C(=C(C5=N4)C(=O)NC6C(OC(=O)C(N(C(=O)CN(C(=O)C7CCCN7C(=O)C(NC6=O)C(C)C)C)C)C(C)C)C)N)C. Drug 2: C1C(C(OC1N2C=NC(=NC2=O)N)CO)O. Cell line: MALME-3M. Synergy scores: CSS=17.0, Synergy_ZIP=-8.91, Synergy_Bliss=-3.29, Synergy_Loewe=-15.5, Synergy_HSA=-2.10. (5) Drug 1: C1CCC(CC1)NC(=O)N(CCCl)N=O. Drug 2: CN(CCCl)CCCl.Cl. Cell line: NCI/ADR-RES. Synergy scores: CSS=18.8, Synergy_ZIP=-1.55, Synergy_Bliss=3.18, Synergy_Loewe=-0.186, Synergy_HSA=1.96. (6) Drug 1: CN(C)N=NC1=C(NC=N1)C(=O)N. Drug 2: CC1CCCC2(C(O2)CC(NC(=O)CC(C(C(=O)C(C1O)C)(C)C)O)C(=CC3=CSC(=N3)C)C)C. Cell line: KM12. Synergy scores: CSS=4.88, Synergy_ZIP=-7.72, Synergy_Bliss=-11.6, Synergy_Loewe=-7.94, Synergy_HSA=-7.86. (7) Drug 1: CS(=O)(=O)C1=CC(=C(C=C1)C(=O)NC2=CC(=C(C=C2)Cl)C3=CC=CC=N3)Cl. Drug 2: CC(C)NC(=O)C1=CC=C(C=C1)CNNC.Cl. Cell line: BT-549. Synergy scores: CSS=3.97, Synergy_ZIP=-0.431, Synergy_Bliss=-0.236, Synergy_Loewe=-1.74, Synergy_HSA=-1.47.